This data is from Catalyst prediction with 721,799 reactions and 888 catalyst types from USPTO. The task is: Predict which catalyst facilitates the given reaction. Reactant: C(OC([NH:11][CH2:12][CH2:13][N:14]1[C@@H:19]([CH3:20])[CH2:18][N:17]([C:21]([O:23][C:24]([CH3:27])([CH3:26])[CH3:25])=[O:22])[CH2:16][C@H:15]1[CH3:28])=O)C1C=CC=CC=1. Product: [NH2:11][CH2:12][CH2:13][N:14]1[C@@H:19]([CH3:20])[CH2:18][N:17]([C:21]([O:23][C:24]([CH3:25])([CH3:27])[CH3:26])=[O:22])[CH2:16][C@H:15]1[CH3:28]. The catalyst class is: 19.